This data is from Reaction yield outcomes from USPTO patents with 853,638 reactions. The task is: Predict the reaction yield, written as a fraction of the theoretical maximum amount of product (1.0 means a 100% yield; for example, 0.34 means a 34% yield). (1) The reactants are C[O:2][C:3]([C:5]1[C:6]([C:11]2[CH:16]=[C:15]([O:17][CH3:18])[C:14]([O:19][CH3:20])=[C:13]([O:21][CH3:22])[CH:12]=2)=[CH:7][CH:8]=[CH:9][CH:10]=1)=[O:4].[Li+].[OH-]. The catalyst is CO. The product is [CH3:22][O:21][C:13]1[CH:12]=[C:11]([C:6]2[C:5]([C:3]([OH:4])=[O:2])=[CH:10][CH:9]=[CH:8][CH:7]=2)[CH:16]=[C:15]([O:17][CH3:18])[C:14]=1[O:19][CH3:20]. The yield is 0.790. (2) The reactants are [CH3:1][N:2]1[C:10]2[C:5](=[CH:6][C:7]([NH2:11])=[CH:8][CH:9]=2)[CH:4]=[C:3]1[CH3:12].C(N(CC)C(C)C)(C)C.Br[CH2:23][C:24]1[CH:34]=[CH:33][C:32]([O:35][CH3:36])=[CH:31][C:25]=1[C:26](OCC)=[O:27].O[Li].O. The catalyst is C(O)C.O. The product is [CH3:1][N:2]1[C:10]2[C:5](=[CH:6][C:7]([N:11]3[CH2:23][C:24]4[C:25](=[CH:31][C:32]([O:35][CH3:36])=[CH:33][CH:34]=4)[C:26]3=[O:27])=[CH:8][CH:9]=2)[CH:4]=[C:3]1[CH3:12]. The yield is 0.470. (3) The reactants are Cl[C:2]1[C:11]2[C:6](=[C:7]([C:13]([NH:15][C:16]3[C:21]([F:22])=[CH:20][CH:19]=[C:18]([NH:23][S:24]([CH2:27][CH2:28][CH3:29])(=[O:26])=[O:25])[C:17]=3[F:30])=[O:14])[CH:8]=[C:9]([CH3:12])[CH:10]=2)[N:5]=[CH:4][N:3]=1.[NH3:31]. The catalyst is C(O)(C)C. The product is [F:30][C:17]1[C:18]([NH:23][S:24]([CH2:27][CH2:28][CH3:29])(=[O:26])=[O:25])=[CH:19][CH:20]=[C:21]([F:22])[C:16]=1[NH:15][C:13]([C:7]1[CH:8]=[C:9]([CH3:12])[CH:10]=[C:11]2[C:6]=1[N:5]=[CH:4][N:3]=[C:2]2[NH2:31])=[O:14]. The yield is 0.900. (4) The reactants are [C:1]([N:9]1[CH2:14][CH2:13][N:12]([CH2:15][C:16]([O:18]CC)=O)[CH2:11][CH2:10]1)(=[O:8])[C:2]1[CH:7]=[CH:6][CH:5]=[CH:4][CH:3]=1.[NH2:21][NH2:22]. The catalyst is CCO. The product is [C:1]([N:9]1[CH2:10][CH2:11][N:12]([CH2:15][C:16]([NH:21][NH2:22])=[O:18])[CH2:13][CH2:14]1)(=[O:8])[C:2]1[CH:3]=[CH:4][CH:5]=[CH:6][CH:7]=1. The yield is 0.515.